This data is from HIV replication inhibition screening data with 41,000+ compounds from the AIDS Antiviral Screen. The task is: Binary Classification. Given a drug SMILES string, predict its activity (active/inactive) in a high-throughput screening assay against a specified biological target. (1) The compound is Cl.Clc1ccc2c(c1)[nH]c1c2nc2ccccn21. The result is 0 (inactive). (2) The drug is CCCCCC1OC1CC=CCCCCCCCC(=O)O. The result is 0 (inactive). (3) The drug is CC(=O)C(=CNC(=S)Nc1ccccc1)C(=O)Nc1ccccc1. The result is 0 (inactive). (4) The compound is O=c1c(=Cc2ccccc2O)sc2nc3ccccc3n12. The result is 0 (inactive). (5) The drug is CCOC(=O)C(Cc1c[nH]c2ccc(N)cc12)(NC(C)=O)C(=O)OCC. The result is 0 (inactive). (6) The compound is CCc1cccc(C)c1NC(=O)CCc1n[nH]c(=S)o1. The result is 0 (inactive). (7) The molecule is O=C(c1ccc(Cl)cc1)c1ccc(OCCCOc2ccc(C(=O)c3ccc(Cl)cc3)cc2Cl)c(Cl)c1. The result is 0 (inactive).